From a dataset of Buchwald-Hartwig C-N cross coupling reaction yields with 55,370 reactions. Predict the reaction yield, written as a fraction of the theoretical maximum amount of product (1.0 means a 100% yield; for example, 0.34 means a 34% yield). (1) The reactants are CCc1ccc(Br)cc1.Cc1ccc(N)cc1.O=S(=O)(O[Pd]1c2ccccc2-c2ccccc2N~1)C(F)(F)F.CC(C)c1cc(C(C)C)c(-c2ccccc2P(C2CCCCC2)C2CCCCC2)c(C(C)C)c1.CN1CCCN2CCCN=C12.c1ccc(-c2ccno2)cc1. No catalyst specified. The product is CCc1ccc(Nc2ccc(C)cc2)cc1. The yield is 0.154. (2) The reactants are CCc1ccc(Br)cc1.Cc1ccc(N)cc1.O=S(=O)(O[Pd]1c2ccccc2-c2ccccc2N~1)C(F)(F)F.CC(C)c1cc(C(C)C)c(-c2ccccc2P(C2CCCCC2)C2CCCCC2)c(C(C)C)c1.CCN=P(N=P(N(C)C)(N(C)C)N(C)C)(N(C)C)N(C)C.Cc1cc(-c2ccccc2)on1. No catalyst specified. The product is CCc1ccc(Nc2ccc(C)cc2)cc1. The yield is 0.700. (3) The reactants are COc1ccc(Cl)cc1.Cc1ccc(N)cc1.O=S(=O)(O[Pd]1c2ccccc2-c2ccccc2N~1)C(F)(F)F.COc1ccc(OC)c(P([C@]23C[C@H]4C[C@H](C[C@H](C4)C2)C3)[C@]23C[C@H]4C[C@H](C[C@H](C4)C2)C3)c1-c1c(C(C)C)cc(C(C)C)cc1C(C)C.CCN=P(N=P(N(C)C)(N(C)C)N(C)C)(N(C)C)N(C)C.c1ccc(-c2ccno2)cc1. No catalyst specified. The product is COc1ccc(Nc2ccc(C)cc2)cc1. The yield is 0.0171.